This data is from Experimentally validated miRNA-target interactions with 360,000+ pairs, plus equal number of negative samples. The task is: Binary Classification. Given a miRNA mature sequence and a target amino acid sequence, predict their likelihood of interaction. (1) The miRNA is hsa-miR-4709-5p with sequence ACAACAGUGACUUGCUCUCCAA. The protein sequence of the target gene is MAVLLKLGVLCSGQGARALLLRSRVVRPAYVSAFLQDQPTQGRCGTQHIHLSPSHHSGSKAASLHWTSERVVSVLLLGLIPAGYLNPCSVVDYSLAAALTLHSHWGLGQVVTDYVHGDTLPKAARAGLLALSALTFAGLCYFNYHDVGICRAVAMLWKL. Result: 0 (no interaction). (2) The miRNA is mmu-miR-301b-3p with sequence CAGUGCAAUGGUAUUGUCAAAGC. The protein sequence of the target gene is MIAEPAHFYLFGLICLCSGSRLRQEDFPPRIVEHPSDLIVSKGEPATLNCKAEGRPTPTIEWYKGGERVETDKDDPRSHRMLLPSGSLFFLRIVHGRKSRPDEGVYICVARNYLGEAVSHNASLEVAILRDDFRQNPSDVMVAVGEPAVMECQPPRGHPEPTISWKKDGSPLDDKDERITIRGGKLMITYTRKSDAGKYVCVGTNMVGERESEVAELTVLERPSFVKRPSNLAVTVDDSAEFKCEARGDPVPTVRWRKDDGELPKSRYEIRDDHTLKIRKVTAGDMGSYTCVAENMVGKA.... Result: 1 (interaction). (3) Result: 1 (interaction). The protein sequence of the target gene is MASTEGANNMPKQVEVRMHDSHLGSEEPKHRHLGLRLCDKLGKNLLLTLTVFGVILGAVCGGLLRLASPIHPDVVMLIAFPGDILMRMLKMLILPLIISSLITGLSGLDAKASGRLGTRAMVYYMSTTIIAAVLGVILVLAIHPGNPKLKKQLGPGKKNDEVSSLDAFLDLIRNLFPENLVQACFQQIQTVTKKVLVAPPPDEEANATSAVVSLLNETVTEVPEETKMVIKKGLEFKDGMNVLGLIGFFIAFGIAMGKMGDQAKLMVDFFNILNEIVMKLVIMIMWYSPLGIACLICGKI.... The miRNA is hsa-miR-6799-5p with sequence GGGGAGGUGUGCAGGGCUGG.